This data is from Full USPTO retrosynthesis dataset with 1.9M reactions from patents (1976-2016). The task is: Predict the reactants needed to synthesize the given product. (1) Given the product [O:31]1[C:35]2[CH:36]=[CH:37][CH:38]=[CH:39][C:34]=2[N:33]=[C:32]1[C:40]1[CH:41]=[N:42][N:43]2[C:14](=[O:16])[CH:13]=[C:12]([C:8]3[CH:7]=[C:6]4[C:11](=[CH:10][CH:9]=3)[N:3]([CH2:1][CH3:2])[N:4]=[CH:5]4)[NH:45][C:44]=12, predict the reactants needed to synthesize it. The reactants are: [CH2:1]([N:3]1[C:11]2[C:6](=[CH:7][C:8]([C:12](=O)[CH2:13][C:14]([O:16]CC)=O)=[CH:9][CH:10]=2)[CH:5]=[N:4]1)[CH3:2].CC1C=CC(S(O)(=O)=O)=CC=1.[O:31]1[C:35]2[CH:36]=[CH:37][CH:38]=[CH:39][C:34]=2[N:33]=[C:32]1[C:40]1[CH:41]=[N:42][NH:43][C:44]=1[NH2:45]. (2) Given the product [CH2:1]([O:3][C:4](=[O:31])[C:5]([O:22][C:23]1[CH:28]=[CH:27][C:26]([F:29])=[C:25]([F:30])[CH:24]=1)([CH3:21])[CH2:6][C:7]1[CH:8]=[CH:9][C:10]([OH:13])=[CH:11][CH:12]=1)[CH3:2], predict the reactants needed to synthesize it. The reactants are: [CH2:1]([O:3][C:4](=[O:31])[C:5]([O:22][C:23]1[CH:28]=[CH:27][C:26]([F:29])=[C:25]([F:30])[CH:24]=1)([CH3:21])[CH2:6][C:7]1[CH:12]=[CH:11][C:10]([O:13]CC2C=CC=CC=2)=[CH:9][CH:8]=1)[CH3:2]. (3) Given the product [C:14]([O:18][C:19]([NH:21][CH2:22][C:23]1[CH:24]=[C:25]([CH:29]2[CH2:30][CH2:31][N:32]([C:35]([C:37]3[O:38][C:39]([C:9]#[C:8][C:3]4[CH:4]=[CH:5][CH:6]=[CH:7][C:2]=4[F:1])=[CH:40][CH:41]=3)=[O:36])[CH2:33][CH2:34]2)[CH:26]=[CH:27][CH:28]=1)=[O:20])([CH3:17])([CH3:15])[CH3:16], predict the reactants needed to synthesize it. The reactants are: [F:1][C:2]1[CH:7]=[CH:6][CH:5]=[CH:4][C:3]=1[C:8]#[C:9][Si](C)(C)C.[C:14]([O:18][C:19]([NH:21][CH2:22][C:23]1[CH:24]=[C:25]([CH:29]2[CH2:34][CH2:33][N:32]([C:35]([C:37]3[O:38][C:39](Br)=[CH:40][CH:41]=3)=[O:36])[CH2:31][CH2:30]2)[CH:26]=[CH:27][CH:28]=1)=[O:20])([CH3:17])([CH3:16])[CH3:15].C1C(N=NC2C(=O)N(C3C=CC(S([O-])(=O)=O)=CC=3)N=C2C([O-])=O)=CC=C(S([O-])(=O)=O)C=1.[Na+].[Na+].[Na+].SC1N=NN=C(S)C=1S.